The task is: Regression. Given two drug SMILES strings and cell line genomic features, predict the synergy score measuring deviation from expected non-interaction effect.. This data is from NCI-60 drug combinations with 297,098 pairs across 59 cell lines. Drug 1: C1=C(C(=O)NC(=O)N1)N(CCCl)CCCl. Drug 2: C1=CN(C=N1)CC(O)(P(=O)(O)O)P(=O)(O)O. Cell line: DU-145. Synergy scores: CSS=4.32, Synergy_ZIP=-9.92, Synergy_Bliss=-15.1, Synergy_Loewe=-20.2, Synergy_HSA=-16.1.